Task: Predict the product of the given reaction.. Dataset: Forward reaction prediction with 1.9M reactions from USPTO patents (1976-2016) (1) Given the reactants [C:1]([O:5][C:6]([N:8]1[C:16]2[C:11](=[CH:12][C:13]([OH:17])=[CH:14][CH:15]=2)[CH:10]=[C:9]1[C:18]1[CH:26]=[CH:25][CH:24]=[C:23]2[C:19]=1[C:20](=[O:27])[NH:21][CH2:22]2)=[O:7])([CH3:4])([CH3:3])[CH3:2].C([O-])([O-])=O.[Cs+].[Cs+].Cl.Cl[CH2:36][CH2:37][N:38]1[CH2:43][CH2:42][CH2:41][CH2:40][CH2:39]1, predict the reaction product. The product is: [C:1]([O:5][C:6]([N:8]1[C:16]2[C:11](=[CH:12][C:13]([O:17][CH2:36][CH2:37][N:38]3[CH2:43][CH2:42][CH2:41][CH2:40][CH2:39]3)=[CH:14][CH:15]=2)[CH:10]=[C:9]1[C:18]1[CH:26]=[CH:25][CH:24]=[C:23]2[C:19]=1[C:20](=[O:27])[NH:21][CH2:22]2)=[O:7])([CH3:4])([CH3:2])[CH3:3]. (2) Given the reactants [Br:1][C:2]1[C:7]([N+:8]([O-:10])=[O:9])=[C:6]([NH:11][C:12](=[O:16])[O:13][CH2:14][CH3:15])[CH:5]=[C:4]([Br:17])[N:3]=1.C(N(CC)CC)C.Br[CH2:26][C:27]1[CH:41]=[CH:40][C:30]([CH2:31][P:32](=[O:39])([O:36][CH2:37][CH3:38])[O:33][CH2:34][CH3:35])=[CH:29][CH:28]=1, predict the reaction product. The product is: [Br:1][C:2]1[C:7]([N+:8]([O-:10])=[O:9])=[C:6]([N:11]([CH2:26][C:27]2[CH:28]=[CH:29][C:30]([CH2:31][P:32]([O:36][CH2:37][CH3:38])([O:33][CH2:34][CH3:35])=[O:39])=[CH:40][CH:41]=2)[C:12](=[O:16])[O:13][CH2:14][CH3:15])[CH:5]=[C:4]([Br:17])[N:3]=1.